Dataset: Full USPTO retrosynthesis dataset with 1.9M reactions from patents (1976-2016). Task: Predict the reactants needed to synthesize the given product. (1) Given the product [OH:20][C:13]1[C:14]([C:16]([O:18][CH3:19])=[O:17])=[N:15][C:6]([N:5]([CH3:4])[S:31]([CH3:34])(=[O:33])=[O:32])=[C:7]2[C:12]=1[N:11]=[CH:10][CH:9]=[CH:8]2, predict the reactants needed to synthesize it. The reactants are: C[O-].[Na+].[CH3:4][N:5]([S:31]([CH3:34])(=[O:33])=[O:32])[C:6]1[N:15]=[C:14]([C:16]([O:18][CH3:19])=[O:17])[C:13]([O:20]S(C2C=CC(C)=CC=2)(=O)=O)=[C:12]2[C:7]=1[CH:8]=[CH:9][CH:10]=[N:11]2.C(O)(=O)C. (2) Given the product [CH:20]1([O:23][N:13]2[C:14]([CH3:17])([CH3:16])[CH2:15][CH:10]([O:9][C:1](=[O:8])[C:2]3[CH:7]=[CH:6][CH:5]=[CH:4][CH:3]=3)[CH2:11][C:12]2([CH3:19])[CH3:18])[CH2:6][CH2:7][CH2:2][CH2:3][CH2:4]1, predict the reactants needed to synthesize it. The reactants are: [C:1]([O:9][CH:10]1[CH2:15][C:14]([CH3:17])([CH3:16])[NH:13][C:12]([CH3:19])([CH3:18])[CH2:11]1)(=[O:8])[C:2]1[CH:7]=[CH:6][CH:5]=[CH:4][CH:3]=1.[C:20](=[O:23])([O-])[O-].[Na+].[Na+].OO.Cl.S([O-])([O-])=O.[Na+].[Na+]. (3) Given the product [CH2:6]([O:8][C:9](=[C:2]([C:1]#[N:5])[C:3]#[N:4])[CH2:10][CH3:11])[CH3:7], predict the reactants needed to synthesize it. The reactants are: [C:1](#[N:5])[CH2:2][C:3]#[N:4].[CH2:6]([O:8][C:9](OCC)(OCC)[CH2:10][CH3:11])[CH3:7]. (4) The reactants are: C(Cl)(=O)C(Cl)=O.CN(C)C=O.[C:12]([O:16][C:17](=[O:24])[NH:18][CH:19]([C:21](=O)[NH2:22])[CH3:20])([CH3:15])([CH3:14])[CH3:13].N1C=CC=CC=1. Given the product [C:12]([O:16][C:17](=[O:24])[NH:18][CH:19]([C:21]#[N:22])[CH3:20])([CH3:13])([CH3:14])[CH3:15], predict the reactants needed to synthesize it. (5) The reactants are: [OH:1][CH2:2][CH2:3][N:4]([C:13]([C:15]1[CH:16]=[N:17][N:18]([C:20]2[CH:25]=[CH:24][C:23]([O:26][CH2:27][CH2:28][CH2:29][N:30]3[CH2:34][CH2:33][CH2:32][C@H:31]3[CH3:35])=[CH:22][CH:21]=2)[CH:19]=1)=[O:14])[CH2:5][C:6]([O:8]C(C)(C)C)=[O:7].Cl. Given the product [OH:1][CH2:2][CH2:3][N:4]([C:13]([C:15]1[CH:16]=[N:17][N:18]([C:20]2[CH:25]=[CH:24][C:23]([O:26][CH2:27][CH2:28][CH2:29][N:30]3[CH2:34][CH2:33][CH2:32][C@H:31]3[CH3:35])=[CH:22][CH:21]=2)[CH:19]=1)=[O:14])[CH2:5][C:6]([OH:8])=[O:7], predict the reactants needed to synthesize it. (6) The reactants are: [OH:1][C:2]1[CH:9]=[CH:8][C:5]([CH:6]=O)=[CH:4][CH:3]=1.[CH:10](I)(I)[I:11]. Given the product [I:11]/[CH:10]=[CH:6]/[C:5]1[CH:8]=[CH:9][C:2]([OH:1])=[CH:3][CH:4]=1, predict the reactants needed to synthesize it. (7) Given the product [CH3:33][N:32]([CH3:34])[C:30]([C:29]1[CH:35]=[CH:36][C:26]([NH:25][C:2]2[CH:10]=[C:9]([NH:11][CH2:12][C:13]3[CH:18]=[CH:17][CH:16]=[C:15]([C:19]4[CH:24]=[CH:23][CH:22]=[CH:21][N:20]=4)[CH:14]=3)[C:5]([C:6]([NH2:8])=[O:7])=[CH:4][N:3]=2)=[CH:27][CH:28]=1)=[O:31], predict the reactants needed to synthesize it. The reactants are: Cl[C:2]1[CH:10]=[C:9]([NH:11][CH2:12][C:13]2[CH:18]=[CH:17][CH:16]=[C:15]([C:19]3[CH:24]=[CH:23][CH:22]=[CH:21][N:20]=3)[CH:14]=2)[C:5]([C:6]([NH2:8])=[O:7])=[CH:4][N:3]=1.[NH2:25][C:26]1[CH:36]=[CH:35][C:29]([C:30]([N:32]([CH3:34])[CH3:33])=[O:31])=[CH:28][CH:27]=1.C1C=CC(P(C2C(C3C(P(C4C=CC=CC=4)C4C=CC=CC=4)=CC=C4C=3C=CC=C4)=C3C(C=CC=C3)=CC=2)C2C=CC=CC=2)=CC=1.C([O-])([O-])=O.[Cs+].[Cs+]. (8) Given the product [NH2:24][C@@H:21]([C:16]1[C:15]([F:32])=[C:14]([C:19]([Cl:20])=[CH:18][CH:17]=1)[C:13]([C:9]1[CH:8]=[C:7]([CH:12]=[CH:11][CH:10]=1)[C:6]([OH:34])=[O:5])=[O:33])[CH2:22][CH3:23], predict the reactants needed to synthesize it. The reactants are: C([O:5][C:6](=[O:34])[C:7]1[CH:12]=[CH:11][CH:10]=[C:9]([C:13](=[O:33])[C:14]2[C:19]([Cl:20])=[CH:18][CH:17]=[C:16]([C@H:21]([NH:24]C(OC(C)(C)C)=O)[CH2:22][CH3:23])[C:15]=2[F:32])[CH:8]=1)(C)(C)C.Cl.O1CCOCC1. (9) Given the product [CH:22]1([CH2:21][CH:15]([C:11]2[CH:12]=[CH:13][CH:14]=[C:9]([OH:8])[C:10]=2[F:25])[CH2:16][C:17]([O:19][CH3:20])=[O:18])[CH2:23][CH2:24]1, predict the reactants needed to synthesize it. The reactants are: [Si]([O:8][C:9]1[C:10]([F:25])=[C:11]([C:15]([CH2:21][CH:22]2[CH2:24][CH2:23]2)=[CH:16][C:17]([O:19][CH3:20])=[O:18])[CH:12]=[CH:13][CH:14]=1)(C(C)(C)C)(C)C.[Mg].[F-].[K+].